From a dataset of Catalyst prediction with 721,799 reactions and 888 catalyst types from USPTO. Predict which catalyst facilitates the given reaction. (1) Reactant: [N:1]1([C:7]([C:9]2[CH:14]=[C:13]([C:15]([F:18])([F:17])[F:16])[CH:12]=[C:11]([N+:19]([O-:21])=[O:20])[CH:10]=2)=O)[CH2:6][CH2:5][O:4][CH2:3][CH2:2]1. Product: [N+:19]([C:11]1[CH:10]=[C:9]([CH:14]=[C:13]([C:15]([F:18])([F:17])[F:16])[CH:12]=1)[CH2:7][N:1]1[CH2:2][CH2:3][O:4][CH2:5][CH2:6]1)([O-:21])=[O:20]. The catalyst class is: 1. (2) Product: [CH2:1]([O:8][CH2:9][C@@H:10]([NH:14][C:15]1[CH:20]=[CH:19][C:18]([C:21]#[N:22])=[C:17]([NH:25][C:26]2[S:30][N:29]=[C:28]([CH3:31])[CH:27]=2)[CH:16]=1)[C:11]([NH2:13])=[O:12])[C:2]1[CH:7]=[CH:6][CH:5]=[CH:4][CH:3]=1. Reactant: [CH2:1]([O:8][CH2:9][C@@H:10]([NH:14][C:15]1[CH:20]=[CH:19][C:18]([C:21]#[N:22])=[C:17](Br)[CH:16]=1)[C:11]([NH2:13])=[O:12])[C:2]1[CH:7]=[CH:6][CH:5]=[CH:4][CH:3]=1.Cl.[NH2:25][C:26]1[S:30][N:29]=[C:28]([CH3:31])[CH:27]=1.C1C=CC(P(C2C(C3C(P(C4C=CC=CC=4)C4C=CC=CC=4)=CC=C4C=3C=CC=C4)=C3C(C=CC=C3)=CC=2)C2C=CC=CC=2)=CC=1.C([O-])([O-])=O.[K+].[K+]. The catalyst class is: 231. (3) Reactant: CCCC[N+](CCCC)(CCCC)CCCC.[F-].[CH2:19]([O:51][C:52]1[CH:57]=[C:56]([O:58][CH3:59])[C:55]([C:60]([N:62]2[CH2:66][C:65](=[CH2:67])[CH2:64][CH:63]2[CH2:68][O:69][Si](C(C)(C)C)(C)C)=[O:61])=[CH:54][C:53]=1[N+:77]([O-:79])=[O:78])[CH2:20][CH2:21][O:22][C:23]1[CH:28]=[C:27]([O:29][CH3:30])[C:26]([C:31]([N:33]2[CH2:37][C:36](=[CH2:38])[CH2:35][CH:34]2[CH2:39][O:40][Si](C(C)(C)C)(C)C)=[O:32])=[CH:25][C:24]=1[N+:48]([O-:50])=[O:49].[NH4+].[Cl-]. Product: [CH2:21]([O:22][C:23]1[CH:28]=[C:27]([O:29][CH3:30])[C:26]([C:31]([N:33]2[CH2:37][C:36](=[CH2:38])[CH2:35][CH:34]2[CH2:39][OH:40])=[O:32])=[CH:25][C:24]=1[N+:48]([O-:50])=[O:49])[CH2:20][CH2:19][O:51][C:52]1[CH:57]=[C:56]([O:58][CH3:59])[C:55]([C:60]([N:62]2[CH2:66][C:65](=[CH2:67])[CH2:64][CH:63]2[CH2:68][OH:69])=[O:61])=[CH:54][C:53]=1[N+:77]([O-:79])=[O:78]. The catalyst class is: 1. (4) Reactant: [CH3:1][S:2](Cl)(=[O:4])=[O:3].[C:6]([O:10][C:11]([NH:13][C:14]1[C:15]([NH:19][C:20]([C:22]2[CH:27]=[CH:26][C:25]([CH2:28][OH:29])=[CH:24][N:23]=2)=[O:21])=[CH:16][S:17][CH:18]=1)=[O:12])([CH3:9])([CH3:8])[CH3:7].C(N(CC)CC)C.O. Product: [C:6]([O:10][C:11]([NH:13][C:14]1[C:15]([NH:19][C:20]([C:22]2[CH:27]=[CH:26][C:25]([CH2:28][O:29][S:2]([CH3:1])(=[O:4])=[O:3])=[CH:24][N:23]=2)=[O:21])=[CH:16][S:17][CH:18]=1)=[O:12])([CH3:9])([CH3:7])[CH3:8]. The catalyst class is: 96. (5) The catalyst class is: 12. Reactant: [C:1]([O:4][C@H:5]1[CH2:9][CH2:8][N:7]([C:10](OC(C)(C)C)=O)[CH2:6]1)(=[O:3])[CH3:2].Cl.[C:18]1(Br)[CH:23]=[CH:22]C=[CH:20][CH:19]=1. Product: [C:1]([O:4][C@H:5]1[CH2:9][CH2:8][N:7]([C:10]2[CH:22]=[CH:23][CH:18]=[CH:19][CH:20]=2)[CH2:6]1)(=[O:3])[CH3:2]. (6) Reactant: N.CC(C)([O-])C.[K+].[C:8]([O:12]O)([CH3:11])(C)C.[Cl:14][C:15]1C=C[N:18]=[CH:17][C:16]=1[N+:21]([O-:23])=[O:22]. Product: [Cl:14][C:15]1[C:16]([N+:21]([O-:23])=[O:22])=[CH:17][N:18]=[C:8]([OH:12])[CH:11]=1. The catalyst class is: 1.